From a dataset of Forward reaction prediction with 1.9M reactions from USPTO patents (1976-2016). Predict the product of the given reaction. (1) Given the reactants [Cl:1][C:2]1[N:7]=[CH:6][C:5](N)=[CH:4][C:3]=1[CH3:9].[ClH:10].N([O-])=O.[Na+].[S:15](=[O:17])=[O:16], predict the reaction product. The product is: [Cl:1][C:2]1[N:7]=[CH:6][C:5]([S:15]([Cl:10])(=[O:17])=[O:16])=[CH:4][C:3]=1[CH3:9]. (2) The product is: [NH2:17][C:13]1[CH:12]=[C:11]([C:9]2[N:8]([C:27]3[CH:28]=[CH:29][C:30]([F:33])=[CH:31][CH:32]=3)[C:7](=[O:34])[N:6]([CH2:5][C:4]3[CH:35]=[CH:36][CH:37]=[CH:38][C:3]=3[C:1]#[N:2])[CH:10]=2)[CH:16]=[CH:15][N:14]=1. Given the reactants [C:1]([C:3]1[CH:38]=[CH:37][CH:36]=[CH:35][C:4]=1[CH2:5][N:6]1[CH:10]=[C:9]([C:11]2[CH:16]=[CH:15][N:14]=[C:13]([NH:17]CC3C=CC(OC)=CC=3)[CH:12]=2)[N:8]([C:27]2[CH:32]=[CH:31][C:30]([F:33])=[CH:29][CH:28]=2)[C:7]1=[O:34])#[N:2].Br.C(O)(=O)C, predict the reaction product. (3) The product is: [N:6]1([CH2:11][CH2:12][NH:13][C:14]2[N:19]=[C:18]([C:20]3[S:24][C:23]4[C:25]([C:29]5[C:30]([CH:36]([NH:50][CH:47]6[CH2:49][CH2:48]6)[CH3:37])=[CH:31][N:32]=[C:33]([F:35])[CH:34]=5)=[CH:26][CH:27]=[CH:28][C:22]=4[CH:21]=3)[C:17]([F:39])=[CH:16][N:15]=2)[CH:10]=[CH:9][N:8]=[N:7]1. Given the reactants CS(Cl)(=O)=O.[N:6]1([CH2:11][CH2:12][NH:13][C:14]2[N:19]=[C:18]([C:20]3[S:24][C:23]4[C:25]([C:29]5[CH:34]=[C:33]([F:35])[N:32]=[CH:31][C:30]=5[CH:36](O)[CH3:37])=[CH:26][CH:27]=[CH:28][C:22]=4[CH:21]=3)[C:17]([F:39])=[CH:16][N:15]=2)[CH:10]=[CH:9][N:8]=[N:7]1.C(N(CC)CC)C.[CH:47]1([NH2:50])[CH2:49][CH2:48]1, predict the reaction product. (4) Given the reactants [I:1][C:2]1[N:3]=[C:4]([CH3:7])[NH:5][CH:6]=1.CCN(C(C)C)C(C)C.Cl[C:18]([O:20][CH2:21][CH3:22])=[O:19], predict the reaction product. The product is: [I:1][C:2]1[N:3]=[C:4]([CH3:7])[N:5]([C:18]([O:20][CH2:21][CH3:22])=[O:19])[CH:6]=1.